Dataset: Peptide-MHC class I binding affinity with 185,985 pairs from IEDB/IMGT. Task: Regression. Given a peptide amino acid sequence and an MHC pseudo amino acid sequence, predict their binding affinity value. This is MHC class I binding data. (1) The binding affinity (normalized) is 0.692. The peptide sequence is ALDGVLSTFV. The MHC is HLA-A02:01 with pseudo-sequence HLA-A02:01. (2) The peptide sequence is EVAQRAYR. The MHC is HLA-A02:03 with pseudo-sequence HLA-A02:03. The binding affinity (normalized) is 0. (3) The peptide sequence is QAEPSLYGRH. The MHC is HLA-A31:01 with pseudo-sequence HLA-A31:01. The binding affinity (normalized) is 0.0844. (4) The peptide sequence is YGSWFGLIY. The MHC is HLA-B27:03 with pseudo-sequence HLA-B27:03. The binding affinity (normalized) is 0.0847.